This data is from Full USPTO retrosynthesis dataset with 1.9M reactions from patents (1976-2016). The task is: Predict the reactants needed to synthesize the given product. (1) The reactants are: [O:1]1[C:5]2[CH:6]([NH2:10])[CH2:7][CH2:8][CH2:9][C:4]=2[CH:3]=[CH:2]1.[CH3:11][CH2:12][O:13]C(C)=O.O(C(C)C)C(C)C.[NH4+].[OH-]. Given the product [O:1]1[C:5]2[C@H:6]([NH:10][C:12](=[O:13])[CH3:11])[CH2:7][CH2:8][CH2:9][C:4]=2[CH:3]=[CH:2]1, predict the reactants needed to synthesize it. (2) Given the product [CH2:29]([CH:20]([CH2:21][CH2:22][C:23]1[CH:24]=[CH:25][CH:26]=[CH:27][CH:28]=1)[C:19]([NH:18][CH2:17][C@@H:2]([NH2:1])[CH2:3][CH2:4][CH2:5][NH2:6])=[O:36])[C:30]1[CH:31]=[CH:32][CH:33]=[CH:34][CH:35]=1, predict the reactants needed to synthesize it. The reactants are: [NH2:1][C@H:2]([CH2:17][NH:18][C:19](=[O:36])[CH:20]([CH2:29][C:30]1[CH:35]=[CH:34][CH:33]=[CH:32][CH:31]=1)[CH2:21][CH2:22][C:23]1[CH:28]=[CH:27][CH:26]=[CH:25][CH:24]=1)[CH2:3][CH2:4][CH2:5][NH:6]C(=O)OCC1C=CC=CC=1. (3) Given the product [C:1]([O:5][C:6]([N:8]1[CH2:12][CH2:11][CH2:10][NH:9]1)=[O:7])([CH3:4])([CH3:2])[CH3:3], predict the reactants needed to synthesize it. The reactants are: [C:1]([O:5][C:6]([N:8]1[CH2:12][CH2:11][CH2:10][N:9]1C(OCC1C=CC=CC=1)=O)=[O:7])([CH3:4])([CH3:3])[CH3:2].[H][H]. (4) Given the product [F:40][CH:7]([F:6])[C:8]1[N:12]([C:13]2[N:14]=[C:15]([N:28]3[CH2:29][CH2:30][O:31][CH2:32][CH2:33]3)[C:16]3[N:21]=[N:20][N:19]([CH:22]4[CH2:23][CH2:24][N:25]([S:2]([CH3:1])(=[O:4])=[O:3])[CH2:26][CH2:27]4)[C:17]=3[N:18]=2)[C:11]2[CH:34]=[CH:35][CH:36]=[C:37]([O:38][CH3:39])[C:10]=2[N:9]=1, predict the reactants needed to synthesize it. The reactants are: [CH3:1][S:2](Cl)(=[O:4])=[O:3].[F:6][CH:7]([F:40])[C:8]1[N:12]([C:13]2[N:14]=[C:15]([N:28]3[CH2:33][CH2:32][O:31][CH2:30][CH2:29]3)[C:16]3[N:21]=[N:20][N:19]([CH:22]4[CH2:27][CH2:26][NH:25][CH2:24][CH2:23]4)[C:17]=3[N:18]=2)[C:11]2[CH:34]=[CH:35][CH:36]=[C:37]([O:38][CH3:39])[C:10]=2[N:9]=1.C([O-])([O-])=O.[K+].[K+].O. (5) Given the product [C:29]([NH:32][NH:33][C:25]([C:9]1[N:10]=[C:11]([N:12]2[CH2:17][CH2:16][N:15]3[C:18]([C:21]([F:23])([F:22])[F:24])=[N:19][N:20]=[C:14]3[CH2:13]2)[C:6]2[CH:5]=[C:4]([CH2:1][CH2:2][CH3:3])[S:28][C:7]=2[N:8]=1)=[O:26])(=[O:31])[CH3:30], predict the reactants needed to synthesize it. The reactants are: [CH2:1]([C:4]1[S:28][C:7]2[N:8]=[C:9]([C:25](O)=[O:26])[N:10]=[C:11]([N:12]3[CH2:17][CH2:16][N:15]4[C:18]([C:21]([F:24])([F:23])[F:22])=[N:19][N:20]=[C:14]4[CH2:13]3)[C:6]=2[CH:5]=1)[CH2:2][CH3:3].[C:29]([NH:32][NH2:33])(=[O:31])[CH3:30].CN(C(ON1N=NC2C=CC=NC1=2)=[N+](C)C)C.F[P-](F)(F)(F)(F)F.C(N(CC)CC)C. (6) The reactants are: C([N:8]1[CH2:14][CH:13]2[CH2:15][CH:9]1[CH2:10][C:11](=[O:16])[CH2:12]2)C1C=CC=CC=1.ClC(OCCCl)=O.C(N(CC)CC)C.[C:39](O[C:39]([O:41][C:42]([CH3:45])([CH3:44])[CH3:43])=[O:40])([O:41][C:42]([CH3:45])([CH3:44])[CH3:43])=[O:40]. Given the product [O:16]=[C:11]1[CH2:10][CH:9]2[CH2:15][CH:13]([CH2:14][N:8]2[C:39]([O:41][C:42]([CH3:43])([CH3:44])[CH3:45])=[O:40])[CH2:12]1, predict the reactants needed to synthesize it.